Dataset: Full USPTO retrosynthesis dataset with 1.9M reactions from patents (1976-2016). Task: Predict the reactants needed to synthesize the given product. Given the product [NH:1]1[CH2:2][CH:3]([N:5]2[C:9]([C:10]3[CH:40]=[C:39]([Cl:41])[CH:38]=[CH:37][C:11]=3[O:12][C:13]3[CH:18]=[CH:17][C:16]([S:19]([NH:22][C:30]4[N:31]=[CH:32][S:33][CH:34]=4)(=[O:21])=[O:20])=[CH:15][C:14]=3[C:35]#[N:36])=[CH:8][CH:7]=[N:6]2)[CH2:4]1, predict the reactants needed to synthesize it. The reactants are: [NH:1]1[CH2:4][CH:3]([N:5]2[C:9]([C:10]3[CH:40]=[C:39]([Cl:41])[CH:38]=[CH:37][C:11]=3[O:12][C:13]3[CH:18]=[CH:17][C:16]([S:19]([N:22]([C:30]4[N:31]=[CH:32][S:33][CH:34]=4)C(=O)OC(C)(C)C)(=[O:21])=[O:20])=[CH:15][C:14]=3[C:35]#[N:36])=[CH:8][CH:7]=[N:6]2)[CH2:2]1.